This data is from Full USPTO retrosynthesis dataset with 1.9M reactions from patents (1976-2016). The task is: Predict the reactants needed to synthesize the given product. (1) Given the product [Cl:1][C:2]1[CH:3]=[N:4][N:5]([CH3:16])[C:6]=1[C:7]1[CH:8]=[C:9]([C:13]([NH:17][C@H:18]([CH2:19][N:20]2[C:21](=[O:30])[C:22]3[C:27](=[CH:26][CH:25]=[CH:24][CH:23]=3)[C:28]2=[O:29])[CH2:31][C:32]2[CH:37]=[CH:36][C:35]([F:38])=[C:34]([F:39])[CH:33]=2)=[O:15])[O:10][C:11]=1[CH3:12], predict the reactants needed to synthesize it. The reactants are: [Cl:1][C:2]1[CH:3]=[N:4][N:5]([CH3:16])[C:6]=1[C:7]1[CH:8]=[C:9]([C:13]([OH:15])=O)[O:10][C:11]=1[CH3:12].[NH2:17][C@@H:18]([CH2:31][C:32]1[CH:37]=[CH:36][C:35]([F:38])=[C:34]([F:39])[CH:33]=1)[CH2:19][N:20]1[C:28](=[O:29])[C:27]2[C:22](=[CH:23][CH:24]=[CH:25][CH:26]=2)[C:21]1=[O:30].C(N(CC)C(C)C)(C)C.F[P-](F)(F)(F)(F)F.Br[P+](N1CCCC1)(N1CCCC1)N1CCCC1. (2) Given the product [CH3:1][N:2]1[C:11]2[C:6](=[CH:7][N:8]=[C:9]([CH3:12])[CH:10]=2)[CH:5]=[C:4]([C:13]2[CH:14]=[C:15]([CH:19]=[CH:20][C:21]=2[CH3:22])[C:16]([N:18]=[C:25]=[O:26])=[O:17])[C:3]1=[O:23], predict the reactants needed to synthesize it. The reactants are: [CH3:1][N:2]1[C:11]2[C:6](=[CH:7][N:8]=[C:9]([CH3:12])[CH:10]=2)[CH:5]=[C:4]([C:13]2[CH:14]=[C:15]([CH:19]=[CH:20][C:21]=2[CH3:22])[C:16]([NH2:18])=[O:17])[C:3]1=[O:23].C(Cl)(=O)[C:25](Cl)=[O:26].